Dataset: Catalyst prediction with 721,799 reactions and 888 catalyst types from USPTO. Task: Predict which catalyst facilitates the given reaction. Reactant: [F:1][CH2:2][C:3]([CH3:8])([CH3:7])[C:4](=[O:6])[CH3:5].[OH-:9].[Na+].[Mn]([O-])(=O)(=O)=[O:12].[K+].CCO. Product: [F:1][CH2:2][C:3]([CH3:8])([CH3:7])[C:4](=[O:6])[C:5]([OH:12])=[O:9]. The catalyst class is: 6.